From a dataset of Reaction yield outcomes from USPTO patents with 853,638 reactions. Predict the reaction yield, written as a fraction of the theoretical maximum amount of product (1.0 means a 100% yield; for example, 0.34 means a 34% yield). (1) The reactants are [CH2:1]([S:8][C:9]1[N:14]2[N:15]=[CH:16][CH:17]=[C:13]2[N:12]=[C:11](Cl)[CH:10]=1)[C:2]1[CH:7]=[CH:6][CH:5]=[CH:4][CH:3]=1.[Cl:19][C:20]1[CH:21]=[C:22]([CH:24]=[CH:25][CH:26]=1)[NH2:23].Cl.O1CCOCC1. The catalyst is C(O)C. The product is [CH2:1]([S:8][C:9]1[N:14]2[N:15]=[CH:16][CH:17]=[C:13]2[N:12]=[C:11]([NH:23][C:22]2[CH:24]=[CH:25][CH:26]=[C:20]([Cl:19])[CH:21]=2)[CH:10]=1)[C:2]1[CH:7]=[CH:6][CH:5]=[CH:4][CH:3]=1. The yield is 0.900. (2) The reactants are [CH3:1][C:2]1[O:6][N:5]=[C:4]([C:7]2[CH:12]=[CH:11][CH:10]=[CH:9][CH:8]=2)[C:3]=1[CH2:13][OH:14].Cl[C:16]1[CH:25]=[CH:24][C:19]([C:20]([O:22][CH3:23])=[O:21])=[CH:18][N:17]=1. No catalyst specified. The product is [CH3:23][O:22][C:20](=[O:21])[C:19]1[CH:24]=[CH:25][C:16]([O:14][CH2:13][C:3]2[C:4]([C:7]3[CH:12]=[CH:11][CH:10]=[CH:9][CH:8]=3)=[N:5][O:6][C:2]=2[CH3:1])=[N:17][CH:18]=1. The yield is 0.420. (3) The reactants are CC1(C)[O:6][CH:5](/[CH:7]=[CH:8]/[C:9]2[CH:10]=[C:11]3[C:23](=[CH:24][CH:25]=2)[C:22](=[O:26])[C:14]2[C:15]4[CH:21]=[CH:20][CH:19]=[CH:18][C:16]=4[O:17][C:13]=2[C:12]3([CH3:28])[CH3:27])[CH2:4][O:3]1. The catalyst is [Pd].CO. The product is [OH:6][CH:5]([CH2:4][OH:3])[CH2:7][CH2:8][C:9]1[CH:10]=[C:11]2[C:23](=[CH:24][CH:25]=1)[C:22](=[O:26])[C:14]1[C:15]3[CH:21]=[CH:20][CH:19]=[CH:18][C:16]=3[O:17][C:13]=1[C:12]2([CH3:28])[CH3:27]. The yield is 0.310. (4) The reactants are [CH:1]1[CH:2]=[C:3]2[C:10](=[O:11])[N:9]([CH:12]3[C:18](=[O:19])[NH:17][C:15](=[O:16])[CH2:14][CH2:13]3)[CH2:8][C:4]2=[C:5]([NH2:7])[CH:6]=1.[C:20](O)(=[O:42])[CH2:21][CH2:22]/[CH:23]=[CH:24]\[CH2:25]/[CH:26]=[CH:27]\[CH2:28]/[CH:29]=[CH:30]\[CH2:31]/[CH:32]=[CH:33]\[CH2:34]/[CH:35]=[CH:36]\[CH2:37]/[CH:38]=[CH:39]\[CH2:40][CH3:41].CN(C(ON1N=NC2C=CC=NC1=2)=[N+](C)C)C.F[P-](F)(F)(F)(F)F.CCN(C(C)C)C(C)C. The catalyst is CC#N.CCOC(C)=O.CN(C=O)C. The product is [O:19]=[C:18]1[CH:12]([N:9]2[CH2:8][C:4]3[C:3](=[CH:2][CH:1]=[CH:6][C:5]=3[NH:7][C:20](=[O:42])[CH2:21][CH2:22]/[CH:23]=[CH:24]\[CH2:25]/[CH:26]=[CH:27]\[CH2:28]/[CH:29]=[CH:30]\[CH2:31]/[CH:32]=[CH:33]\[CH2:34]/[CH:35]=[CH:36]\[CH2:37]/[CH:38]=[CH:39]\[CH2:40][CH3:41])[C:10]2=[O:11])[CH2:13][CH2:14][C:15](=[O:16])[NH:17]1. The yield is 0.630. (5) The reactants are [Cl:1][C:2]1[C:7]2[C:8](=[O:18])[N:9]([C:11]([O:13][C:14]([CH3:17])([CH3:16])[CH3:15])=[O:12])[CH2:10][C:6]=2[C:5]([F:19])=[C:4](Cl)[N:3]=1.[NH2:21][C@@H:22]1[CH2:27][CH2:26][O:25][CH2:24][C@@H:23]1[NH:28][C:29](=[O:35])[O:30][C:31]([CH3:34])([CH3:33])[CH3:32].C(N(C(C)C)CC)(C)C. The catalyst is CS(C)=O.CC(O)C. The product is [C:31]([O:30][C:29]([NH:28][C@@H:23]1[C@H:22]([NH:21][C:4]2[N:3]=[C:2]([Cl:1])[C:7]3[C:8](=[O:18])[N:9]([C:11]([O:13][C:14]([CH3:17])([CH3:16])[CH3:15])=[O:12])[CH2:10][C:6]=3[C:5]=2[F:19])[CH2:27][CH2:26][O:25][CH2:24]1)=[O:35])([CH3:34])([CH3:32])[CH3:33]. The yield is 0.860. (6) The reactants are [Br:1][C:2]1[CH:3]=[CH:4][C:5]([CH3:9])=[N+:6]([O-:8])[CH:7]=1.S(=O)(=O)(O)O.[N+:15]([O-])([OH:17])=[O:16].C(=O)([O-])[O-].[Na+].[Na+]. No catalyst specified. The product is [Br:1][C:2]1[C:3]([N+:15]([O-:17])=[O:16])=[CH:4][C:5]([CH3:9])=[N+:6]([O-:8])[CH:7]=1. The yield is 0.900. (7) The reactants are [CH3:1][C:2]1[CH:31]=[CH:30][C:5]([C:6]([NH:8][C:9]2[C:22]3[C:21](=[O:23])[C:20]4[C:15](=[CH:16][CH:17]=[CH:18][CH:19]=4)[C:14](=[O:24])[C:13]=3[CH:12]=[CH:11][C:10]=2[NH:25][C:26](=[O:29])[CH2:27]Cl)=[O:7])=[CH:4][CH:3]=1.CCN(C(C)C)C(C)C.[NH:41]1[CH2:46][CH2:45][CH2:44][CH2:43][CH2:42]1.C(OCC)(=O)C. The catalyst is O1CCCC1.CCO.CCCCCC. The yield is 0.430. The product is [O:23]=[C:21]1[C:22]2[C:9]([NH:8][C:6](=[O:7])[C:5]3[CH:30]=[CH:31][C:2]([CH3:1])=[CH:3][CH:4]=3)=[C:10]([NH:25][C:26](=[O:29])[CH2:27][N:41]3[CH2:46][CH2:45][CH2:44][CH2:43][CH2:42]3)[CH:11]=[CH:12][C:13]=2[C:14](=[O:24])[C:15]2[C:20]1=[CH:19][CH:18]=[CH:17][CH:16]=2. (8) The reactants are OC1C(=O)NN=C(CCC2C=CC=CC=2)C=1.C([O:24][C:25]1[N:26]=[N:27][C:28](/[CH:39]=[CH:40]/[C:41]2[CH:46]=[CH:45][C:44]([C:47]([F:50])([F:49])[F:48])=[CH:43][C:42]=2[C:51]([F:54])([F:53])[F:52])=[CH:29][C:30]=1[O:31]CC1C=CC=CC=1)C1C=CC=CC=1. No catalyst specified. The product is [F:54][C:51]([F:52])([F:53])[C:42]1[CH:43]=[C:44]([C:47]([F:48])([F:50])[F:49])[CH:45]=[CH:46][C:41]=1[CH2:40][CH2:39][C:28]1[CH:29]=[C:30]([OH:31])[C:25](=[O:24])[NH:26][N:27]=1. The yield is 0.310. (9) The yield is 0.850. The reactants are Br[C:2]1[CH:3]=[C:4]([C:9]([O:11][CH3:12])=[O:10])[S:5][C:6]=1[O:7][CH3:8].[CH3:13][N:14]1[C:18](B2OC(C)(C)C(C)(C)O2)=[CH:17][CH:16]=[N:15]1.C([O-])([O-])=O.[K+].[K+]. The catalyst is O1CCOCC1.O.CC(C)([P](C(C)(C)C)([Pd][P](C(C)(C)C)(C(C)(C)C)C(C)(C)C)C(C)(C)C)C. The product is [CH3:8][O:7][C:6]1[S:5][C:4]([C:9]([O:11][CH3:12])=[O:10])=[CH:3][C:2]=1[C:18]1[N:14]([CH3:13])[N:15]=[CH:16][CH:17]=1.